This data is from Peptide-MHC class I binding affinity with 185,985 pairs from IEDB/IMGT. The task is: Regression. Given a peptide amino acid sequence and an MHC pseudo amino acid sequence, predict their binding affinity value. This is MHC class I binding data. (1) The peptide sequence is DTSNNIAEY. The MHC is HLA-A31:01 with pseudo-sequence HLA-A31:01. The binding affinity (normalized) is 0.0313. (2) The peptide sequence is KNYPASLHK. The MHC is HLA-B40:01 with pseudo-sequence HLA-B40:01. The binding affinity (normalized) is 0.0847. (3) The peptide sequence is VVSEIDLQW. The MHC is HLA-A80:01 with pseudo-sequence HLA-A80:01. The binding affinity (normalized) is 0.0847. (4) The peptide sequence is FLPIFFIFA. The MHC is HLA-A02:11 with pseudo-sequence HLA-A02:11. The binding affinity (normalized) is 0.503. (5) The peptide sequence is AAVKAGAAL. The MHC is HLA-B54:01 with pseudo-sequence HLA-B54:01. The binding affinity (normalized) is 0.00406. (6) The peptide sequence is LFVVYRDSF. The MHC is H-2-Kd with pseudo-sequence H-2-Kd. The binding affinity (normalized) is 0.186.